This data is from Serine/threonine kinase 33 screen with 319,792 compounds. The task is: Binary Classification. Given a drug SMILES string, predict its activity (active/inactive) in a high-throughput screening assay against a specified biological target. (1) The drug is O1CCN(c2n(CC(O)COc3ccc(cc3)C)c3c(n2)n(c(=O)[nH]c3=O)C)CC1. The result is 0 (inactive). (2) The drug is Clc1ccc(C(/O)=C2/C(N(CCCN(CC)CC)C(=O)C2=O)c2ncccc2)cc1. The result is 0 (inactive). (3) The compound is s1c2c(CCCC2)c(c1NC(=O)CSc1[nH]c(N)cc(=O)n1)C(=O)N. The result is 0 (inactive). (4) The molecule is O1N=C(CC21CN(C(=O)C1(CC1)C)C(C2)C(=O)NCC(=O)N)c1ccccc1. The result is 0 (inactive). (5) The molecule is O1C(=C(C2(c3c(NC2=O)ccc(c3)C)C(=C1N)C#N)C(OCC)=O)CCC. The result is 0 (inactive). (6) The drug is S=C(NCC1OCCC1)Nc1c2c(ccc1)cccc2. The result is 0 (inactive). (7) The molecule is s1cc(nc1NC(=O)CSCC(O)=O)c1c2c(c(OCC)cc1)cccc2. The result is 0 (inactive). (8) The compound is Fc1c(NC(=O)c2cc(OC)ccc2)c(F)ccc1. The result is 0 (inactive). (9) The drug is s1c2cc(N\N=C3\C(=O)CC(CC3=O)(C)C)ccc2nc1. The result is 0 (inactive).